Dataset: Reaction yield outcomes from USPTO patents with 853,638 reactions. Task: Predict the reaction yield, written as a fraction of the theoretical maximum amount of product (1.0 means a 100% yield; for example, 0.34 means a 34% yield). (1) The reactants are [C:1]([C:3]1[CH:4]=[N:5][CH:6]=[C:7]([C:9]2[CH:14]=[CH:13][CH:12]=[CH:11][N:10]=2)[CH:8]=1)#[N:2].Cl. The catalyst is C(O)C.CO.[Pd]. The product is [NH2:2][CH2:1][C:3]1[CH:4]=[N:5][CH:6]=[C:7]([C:9]2[CH:14]=[CH:13][CH:12]=[CH:11][N:10]=2)[CH:8]=1. The yield is 0.660. (2) The reactants are Br[CH:2]([C:6]1[CH:11]=[CH:10][C:9]([C:12]([O:14][CH3:15])=[O:13])=[CH:8][CH:7]=1)[C:3]([OH:5])=[O:4].[NH2:16][C:17]1[CH:22]=[CH:21][CH:20]=[CH:19][CH:18]=1.[CH3:23][CH2:24][N:25]([CH:29]([CH3:31])[CH3:30])[CH:26]([CH3:28])[CH3:27]. The catalyst is C(#N)C. The product is [CH3:15][O:14][C:12]([C:9]1[CH:10]=[CH:11][C:6]([CH:2]([NH:16][C:17]2[CH:22]=[CH:21][CH:20]=[CH:19][CH:18]=2)[C:3]([OH:5])=[O:4])=[CH:7][CH:8]=1)=[O:13].[CH2:24]([N:25]([CH:29]([CH3:31])[CH3:30])[CH:26]([CH3:28])[CH3:27])[CH3:23]. The yield is 0.370. (3) The catalyst is C(Cl)Cl. The yield is 0.990. The reactants are [CH3:1][NH:2][CH2:3][C:4]1[O:5][C:6]2[CH:15]=[CH:14][CH:13]=[CH:12][C:7]=2[C:8]=1[CH2:9][CH2:10][CH3:11].[C:16](Cl)(=[O:19])[CH:17]=[CH2:18].C(N(CC)CC)C. The product is [CH3:1][N:2]([CH2:3][C:4]1[O:5][C:6]2[CH:15]=[CH:14][CH:13]=[CH:12][C:7]=2[C:8]=1[CH2:9][CH2:10][CH3:11])[C:16](=[O:19])[CH:17]=[CH2:18]. (4) No catalyst specified. The yield is 0.670. The product is [C:1]([O:9][CH2:21][CH3:22])(=[O:8])[C:2]1[CH:7]=[CH:6][N:5]=[CH:4][CH:3]=1. The reactants are [C:1]([OH:9])(=[O:8])[C:2]1[CH:7]=[CH:6][N:5]=[CH:4][CH:3]=1.S(=O)(=O)(O)O.O.C([O-])(O)=O.[Na+].[CH3:21][CH2:22]O. (5) The reactants are [CH3:1][N:2]([CH3:45])[C:3]([NH:5][C:6]1[CH:11]=[CH:10][C:9]([C:12]2[C:16]([C:17]3[CH:22]=[CH:21][N:20]=[C:19]4[NH:23][C:24]([C:26]5[CH:31]=[CH:30][CH:29]=[C:28]([CH2:32][OH:33])[CH:27]=5)=[CH:25][C:18]=34)=[CH:15][N:14]([CH2:34][CH2:35][N:36]([CH3:44])[C:37](=[O:43])[O:38][C:39]([CH3:42])([CH3:41])[CH3:40])[N:13]=2)=[CH:8][CH:7]=1)=[O:4]. The catalyst is C(Cl)(Cl)Cl.O=[Mn]=O. The product is [CH3:45][N:2]([CH3:1])[C:3]([NH:5][C:6]1[CH:11]=[CH:10][C:9]([C:12]2[C:16]([C:17]3[CH:22]=[CH:21][N:20]=[C:19]4[NH:23][C:24]([C:26]5[CH:31]=[CH:30][CH:29]=[C:28]([CH:32]=[O:33])[CH:27]=5)=[CH:25][C:18]=34)=[CH:15][N:14]([CH2:34][CH2:35][N:36]([CH3:44])[C:37](=[O:43])[O:38][C:39]([CH3:40])([CH3:41])[CH3:42])[N:13]=2)=[CH:8][CH:7]=1)=[O:4]. The yield is 0.770. (6) The reactants are C(OC([N:8]1[CH2:14][CH2:13][C:12]2[CH:15]=[C:16]([O:19][CH2:20][C:21]3[CH:26]=[CH:25][CH:24]=[CH:23][CH:22]=3)[CH:17]=[CH:18][C:11]=2[CH2:10][CH2:9]1)=O)(C)(C)C.FC(F)(F)C(O)=O. The catalyst is ClCCl. The product is [CH2:20]([O:19][C:16]1[CH:17]=[CH:18][C:11]2[CH2:10][CH2:9][NH:8][CH2:14][CH2:13][C:12]=2[CH:15]=1)[C:21]1[CH:22]=[CH:23][CH:24]=[CH:25][CH:26]=1. The yield is 0.930. (7) The reactants are [Cl:1][C:2]1[CH:7]=[CH:6][CH:5]=[C:4]([Cl:8])[C:3]=1[N:9]=[C:10]=[S:11].[NH2:12][C:13]1[C:18]([NH2:19])=[CH:17][CH:16]=[CH:15][C:14]=1[OH:20]. No catalyst specified. The product is [NH2:19][C:18]1[CH:17]=[CH:16][CH:15]=[C:14]([OH:20])[C:13]=1[NH:12][C:10]([NH:9][C:3]1[C:2]([Cl:1])=[CH:7][CH:6]=[CH:5][C:4]=1[Cl:8])=[S:11]. The yield is 0.610. (8) The catalyst is ClCCl.[Cl-].[Na+].CC1(C)CCCC(C)(C)[NH+]1[O-]. The product is [O:3]=[C:4]1[CH2:8][CH2:7][CH2:6][CH:5]1[NH:9][C:10](=[O:16])[O:11][C:12]([CH3:14])([CH3:13])[CH3:15]. The reactants are [Br-].[K+].[OH:3][C@@H:4]1[CH2:8][CH2:7][CH2:6][C@H:5]1[NH:9][C:10](=[O:16])[O:11][C:12]([CH3:15])([CH3:14])[CH3:13].Cl[O-].[Na+].C(=O)([O-])[O-].[K+].[K+]. The yield is 0.760. (9) The reactants are [CH3:1][O:2][CH:3]([O:16][CH3:17])[C:4]1[N:5]=[C:6](Cl)[C:7]2[CH2:13][CH2:12][C:11](=[O:14])[NH:10][C:8]=2[N:9]=1. The catalyst is CO.[Pd]. The product is [CH3:17][O:16][CH:3]([O:2][CH3:1])[C:4]1[N:5]=[CH:6][C:7]2[CH2:13][CH2:12][C:11](=[O:14])[NH:10][C:8]=2[N:9]=1. The yield is 0.580. (10) The reactants are [Br:1][C:2]1[C:3](Cl)=[N:4][CH:5]=[C:6]([N+:8]([O-:10])=[O:9])[CH:7]=1.[F:12][C:13]1[CH:18]=[C:17]([F:19])[CH:16]=[CH:15][C:14]=1[OH:20].C(=O)([O-])[O-].[Cs+].[Cs+].O. The catalyst is CN1C(=O)CCC1. The product is [Br:1][C:2]1[C:3]([O:20][C:14]2[CH:15]=[CH:16][C:17]([F:19])=[CH:18][C:13]=2[F:12])=[N:4][CH:5]=[C:6]([N+:8]([O-:10])=[O:9])[CH:7]=1. The yield is 0.590.